This data is from Catalyst prediction with 721,799 reactions and 888 catalyst types from USPTO. The task is: Predict which catalyst facilitates the given reaction. (1) Reactant: [C:1]1([NH2:11])[C:10]2[C:5](=[CH:6][CH:7]=[CH:8][CH:9]=2)[CH:4]=[CH:3][CH:2]=1.[H-].[Na+].F[C:15]1[CH:20]=[C:19]([F:21])[CH:18]=[CH:17][C:16]=1[S:22]([CH3:25])(=[O:24])=[O:23]. Product: [F:21][C:19]1[CH:20]=[CH:15][C:16]([S:22]([CH3:25])(=[O:24])=[O:23])=[C:17]([NH:11][C:1]2[C:10]3[C:5](=[CH:6][CH:7]=[CH:8][CH:9]=3)[CH:4]=[CH:3][CH:2]=2)[CH:18]=1. The catalyst class is: 35. (2) Reactant: [C:1]([C:4]1[C:5](O)=[C:6]([Cl:11])[CH:7]=[C:8]([OH:10])[CH:9]=1)(=[O:3])[CH3:2].[Cl:13][C:14]([Cl:18])=[CH:15][CH2:16]Cl.[C:19](=[O:22])([O-])[O-].[K+].[K+].[I-].[Na+]. Product: [C:1]([C:4]1[C:5]([O:22][CH2:19][CH:15]=[C:14]([Cl:18])[Cl:13])=[C:6]([Cl:11])[CH:7]=[C:8]([O:10][CH2:16][CH:15]=[C:14]([Cl:18])[Cl:13])[CH:9]=1)(=[O:3])[CH3:2]. The catalyst class is: 21. (3) Reactant: C(=O)([O-])[O-].[K+].[K+].[C:7]1([N:13]2[C:17]3([CH2:22][CH2:21][CH2:20][CH2:19][CH2:18]3)[CH2:16][NH:15][S:14]2(=[O:24])=[O:23])[CH:12]=[CH:11][CH:10]=[CH:9][CH:8]=1.Cl[CH2:26][C:27]([NH:29][C:30]1[C:35]([CH:36]([CH3:38])[CH3:37])=[CH:34][CH:33]=[CH:32][C:31]=1[CH:39]([CH3:41])[CH3:40])=[O:28].O. Product: [CH:39]([C:31]1[CH:32]=[CH:33][CH:34]=[C:35]([CH:36]([CH3:37])[CH3:38])[C:30]=1[NH:29][C:27](=[O:28])[CH2:26][N:15]1[CH2:16][C:17]2([CH2:22][CH2:21][CH2:20][CH2:19][CH2:18]2)[N:13]([C:7]2[CH:8]=[CH:9][CH:10]=[CH:11][CH:12]=2)[S:14]1(=[O:23])=[O:24])([CH3:40])[CH3:41]. The catalyst class is: 9. (4) Reactant: [N+:1]([C:4]1[CH:13]=[CH:12][CH:11]=[C:10]2[C:5]=1[CH2:6][CH2:7][NH:8][CH2:9]2)([O-:3])=[O:2].[N+:14]([O-])([OH:16])=[O:15].[OH-].[Na+].ClCCl. Product: [N+:1]([C:4]1[CH:13]=[C:12]([N+:14]([O-:16])=[O:15])[CH:11]=[C:10]2[C:5]=1[CH2:6][CH2:7][NH:8][CH2:9]2)([O-:3])=[O:2]. The catalyst class is: 65.